From a dataset of Peptide-MHC class I binding affinity with 185,985 pairs from IEDB/IMGT. Regression. Given a peptide amino acid sequence and an MHC pseudo amino acid sequence, predict their binding affinity value. This is MHC class I binding data. (1) The peptide sequence is NMISRMLINR. The MHC is HLA-A31:01 with pseudo-sequence HLA-A31:01. The binding affinity (normalized) is 0.733. (2) The peptide sequence is KVMVICYAY. The MHC is HLA-B18:01 with pseudo-sequence HLA-B18:01. The binding affinity (normalized) is 0.251. (3) The peptide sequence is TPAEVSIVV. The MHC is HLA-B53:01 with pseudo-sequence HLA-B53:01. The binding affinity (normalized) is 0.108.